This data is from Forward reaction prediction with 1.9M reactions from USPTO patents (1976-2016). The task is: Predict the product of the given reaction. (1) Given the reactants Cl[C:2]1[N:7]=[C:6]2[N:8]([C:17]3[S:18][CH:19]=[C:20]([C:22]([O:24]CC)=[O:23])[N:21]=3)[N:9]=[C:10]([C:11]3[CH:16]=[CH:15][CH:14]=[CH:13][CH:12]=3)[C:5]2=[CH:4][CH:3]=1.[OH-].[Na+].Cl.[CH2:30]([OH:32])[CH3:31], predict the reaction product. The product is: [CH2:30]([O:32][C:2]1[N:7]=[C:6]2[N:8]([C:17]3[S:18][CH:19]=[C:20]([C:22]([OH:24])=[O:23])[N:21]=3)[N:9]=[C:10]([C:11]3[CH:12]=[CH:13][CH:14]=[CH:15][CH:16]=3)[C:5]2=[CH:4][CH:3]=1)[CH3:31]. (2) Given the reactants [H-].[Na+].[OH:3][C:4]1[CH:5]=[CH:6][C:7]2[CH2:8][C@H:9]3[N:20]([C:21]([O:23][CH2:24][C:25]4[CH:30]=[CH:29][CH:28]=[CH:27][CH:26]=4)=[O:22])[CH2:19][CH2:18][C@@:15]4([C:16]=2[CH:17]=1)[C@H:10]3[CH2:11][CH2:12][CH2:13][CH2:14]4.[CH3:31][S:32][CH2:33]Cl, predict the reaction product. The product is: [CH3:31][S:32][CH2:33][O:3][C:4]1[CH:5]=[CH:6][C:7]2[CH2:8][C@H:9]3[N:20]([C:21]([O:23][CH2:24][C:25]4[CH:30]=[CH:29][CH:28]=[CH:27][CH:26]=4)=[O:22])[CH2:19][CH2:18][C@@:15]4([C:16]=2[CH:17]=1)[C@H:10]3[CH2:11][CH2:12][CH2:13][CH2:14]4. (3) Given the reactants [NH:1]1[CH:5]=[CH:4][N:3]=[C:2]1[CH2:6][N:7]([CH2:15][C:16]1[CH:23]=[CH:22][C:19]([CH:20]=O)=[CH:18][CH:17]=1)[CH2:8][C:9]1[N:10]([CH3:14])[CH:11]=[CH:12][N:13]=1.[CH2:24]([N:27]([CH2:33][CH2:34][CH3:35])[CH2:28][CH2:29][CH2:30][CH2:31][NH2:32])[CH2:25][CH3:26].C(OC)(OC)OC, predict the reaction product. The product is: [NH:1]1[CH:5]=[CH:4][N:3]=[C:2]1[CH2:6][N:7]([CH2:15][C:16]1[CH:23]=[CH:22][C:19]([CH:20]=[N:32][CH2:31][CH2:30][CH2:29][CH2:28][N:27]([CH2:33][CH2:34][CH3:35])[CH2:24][CH2:25][CH3:26])=[CH:18][CH:17]=1)[CH2:8][C:9]1[N:10]([CH3:14])[CH:11]=[CH:12][N:13]=1. (4) The product is: [F:1][C:2]1[CH:3]=[C:4]2[C:8](=[CH:9][CH:10]=1)[NH:7][C:6]([C:18]1[CH:23]=[CH:22][C:21]([NH:24][CH3:25])=[N:20][CH:19]=1)=[CH:5]2. Given the reactants [F:1][C:2]1[CH:3]=[C:4]2[C:8](=[CH:9][CH:10]=1)[N:7](C(OC(C)(C)C)=O)[C:6]([C:18]1[CH:19]=[N:20][C:21]([NH:24][CH3:25])=[CH:22][CH:23]=1)=[CH:5]2.C(O)(C(F)(F)F)=O.C([O-])(O)=O.[Na+].CCOC(C)=O, predict the reaction product.